From a dataset of Forward reaction prediction with 1.9M reactions from USPTO patents (1976-2016). Predict the product of the given reaction. (1) Given the reactants [NH2:1][C:2]1[CH:3]=[C:4]([NH:8][C:9]([NH:11][C:12]2[CH:17]=[CH:16][CH:15]=[CH:14][CH:13]=2)=[O:10])[CH:5]=[CH:6][CH:7]=1.C(N(CC)CC)C.[C:25]1([CH3:35])[CH:30]=[CH:29][C:28]([S:31](Cl)(=[O:33])=[O:32])=[CH:27][CH:26]=1, predict the reaction product. The product is: [CH3:35][C:25]1[CH:30]=[CH:29][C:28]([S:31]([NH:1][C:2]2[CH:7]=[CH:6][CH:5]=[C:4]([NH:8][C:9]([NH:11][C:12]3[CH:13]=[CH:14][CH:15]=[CH:16][CH:17]=3)=[O:10])[CH:3]=2)(=[O:33])=[O:32])=[CH:27][CH:26]=1. (2) The product is: [NH2:22][C:12]1[CH:13]=[C:14]([CH:20]=[CH:21][C:11]=1[CH2:10][NH:9][C:5]1[CH:6]=[CH:7][CH:8]=[C:3]([C:1]#[N:2])[CH:4]=1)[C:15]([O:17][CH2:18][CH3:19])=[O:16]. Given the reactants [C:1]([C:3]1[CH:4]=[C:5]([NH:9][CH2:10][C:11]2[CH:21]=[CH:20][C:14]([C:15]([O:17][CH2:18][CH3:19])=[O:16])=[CH:13][C:12]=2[N+:22]([O-])=O)[CH:6]=[CH:7][CH:8]=1)#[N:2].O.[Cl-].[NH4+], predict the reaction product.